This data is from Forward reaction prediction with 1.9M reactions from USPTO patents (1976-2016). The task is: Predict the product of the given reaction. (1) Given the reactants [CH2:1]([C:3]1[CH:17]=[CH:16][C:6]([O:7][C:8]([CH3:15])([CH3:14])[C:9]([O:11][CH2:12][CH3:13])=[O:10])=[CH:5][C:4]=1[O:18]COC)[CH3:2], predict the reaction product. The product is: [CH2:1]([C:3]1[CH:17]=[CH:16][C:6]([O:7][C:8]([CH3:14])([CH3:15])[C:9]([O:11][CH2:12][CH3:13])=[O:10])=[CH:5][C:4]=1[OH:18])[CH3:2]. (2) Given the reactants [Cl:1][C:2]1[CH:3]=[C:4]([CH:7]=[C:8]([CH3:10])[N:9]=1)[C:5]#[N:6].[CH2:11]([NH:14][CH2:15][CH2:16][CH3:17])[CH2:12][CH3:13], predict the reaction product. The product is: [Cl:1][C:2]1[CH:3]=[C:4]([CH:7]=[C:8]([CH3:10])[N:9]=1)[C:5]#[N:6].[CH2:11]([N:14]([CH2:15][CH2:16][CH3:17])[C:2]1[CH:3]=[C:4]([CH:7]=[C:8]([CH3:10])[N:9]=1)[C:5]#[N:6])[CH2:12][CH3:13]. (3) Given the reactants [C:1]([C:5]1[CH:10]=[CH:9][CH:8]=[CH:7][C:6]=1[N:11]1[CH2:16][CH2:15][N:14]([C:17]([C:19]2[N:20]=[CH:21][N:22]([CH2:24][C:25]([O:27]C)=[O:26])[CH:23]=2)=[O:18])[CH2:13][CH2:12]1)([CH3:4])([CH3:3])[CH3:2].[Li+].[OH-].Cl, predict the reaction product. The product is: [C:1]([C:5]1[CH:10]=[CH:9][CH:8]=[CH:7][C:6]=1[N:11]1[CH2:16][CH2:15][N:14]([C:17]([C:19]2[N:20]=[CH:21][N:22]([CH2:24][C:25]([OH:27])=[O:26])[CH:23]=2)=[O:18])[CH2:13][CH2:12]1)([CH3:4])([CH3:2])[CH3:3].